The task is: Predict which catalyst facilitates the given reaction.. This data is from Catalyst prediction with 721,799 reactions and 888 catalyst types from USPTO. (1) Reactant: [F:1][C:2]1[CH:7]=[CH:6][C:5]([F:8])=[CH:4][C:3]=1[C@:9]1([CH2:15][N:16]2[CH:20]=[N:19][CH:18]=[N:17]2)[O:12][C:11](=[O:13])[C@@H:10]1[CH3:14].C[N:22](C1C=CC=CN=1)C. Product: [F:1][C:2]1[CH:7]=[CH:6][C:5]([F:8])=[CH:4][C:3]=1[C@@:9]([OH:12])([CH2:15][N:16]1[CH:20]=[N:19][CH:18]=[N:17]1)[C@@H:10]([CH3:14])[C:11]([NH2:22])=[O:13]. The catalyst class is: 328. (2) Reactant: [NH2:1][C:2]1[C:3]([C:17]#[N:18])=[N:4][C:5]([C:9]2[CH:14]=[CH:13][C:12](=[O:15])[N:11]([CH3:16])[CH:10]=2)=[CH:6][N+:7]=1[O-:8].Br.CC(O)=[O:22].[OH-].[Na+]. Product: [NH2:1][C:2]1[C:3]([C:17]([NH2:18])=[O:22])=[N:4][C:5]([C:9]2[CH:14]=[CH:13][C:12](=[O:15])[N:11]([CH3:16])[CH:10]=2)=[CH:6][N+:7]=1[O-:8]. The catalyst class is: 6. (3) Reactant: [Cl:1][C:2]1[CH:7]=[CH:6][C:5]([CH2:8][CH:9]([NH2:13])[CH2:10][S:11][CH3:12])=[CH:4][C:3]=1[O:14][CH2:15][CH2:16][O:17][CH3:18].[CH:19](O)=[O:20]. Product: [Cl:1][C:2]1[CH:7]=[CH:6][C:5]([CH2:8][CH:9]([NH:13][CH:19]=[O:20])[CH2:10][S:11][CH3:12])=[CH:4][C:3]=1[O:14][CH2:15][CH2:16][O:17][CH3:18]. The catalyst class is: 12.